This data is from Orexin1 receptor HTS with 218,158 compounds and 233 confirmed actives. The task is: Binary Classification. Given a drug SMILES string, predict its activity (active/inactive) in a high-throughput screening assay against a specified biological target. (1) The drug is S1c2c(C(N3CCN(CC3)Cc3ccccc3)CCC1)cccc2. The result is 1 (active). (2) The molecule is Clc1cc(N2CCN(CC2)C(=O)CSCc2[nH]c3c(n2)cccc3)ccc1. The result is 0 (inactive). (3) The compound is OC(=O)C1C(CC=CC1)C(=O)NNC(=O)c1ccc(C(C)C)cc1. The result is 0 (inactive). (4) The result is 0 (inactive). The compound is Clc1ccc(C(ONC2=NCCCCC2)=O)cc1. (5) The compound is s1c2nc(N)c(c(c2c(N)c1C(=O)c1ccccc1)c1ccc(OCC)cc1)C#N. The result is 0 (inactive). (6) The drug is Clc1ccc(c2nn(C(=O)c3cc(OC)c(OC)cc3)c(n2)N)cc1. The result is 0 (inactive). (7) The result is 0 (inactive). The drug is Brc1oc(C(=O)Nc2cc(Cl)c(N3CCCC3)cc2)cc1.